Dataset: Catalyst prediction with 721,799 reactions and 888 catalyst types from USPTO. Task: Predict which catalyst facilitates the given reaction. (1) Product: [NH2:7][C:8]1[CH:13]=[C:12]([CH:11]=[CH:10][C:9]=1[F:28])[O:14][C:15]1[N:20]=[C:19]2[S:21][C:22]([NH:24][C:25](=[O:27])[CH3:26])=[N:23][C:18]2=[CH:17][CH:16]=1. Reactant: C(OC(=O)[NH:7][C:8]1[CH:13]=[C:12]([O:14][C:15]2[N:20]=[C:19]3[S:21][C:22]([NH:24][C:25](=[O:27])[CH3:26])=[N:23][C:18]3=[CH:17][CH:16]=2)[CH:11]=[CH:10][C:9]=1[F:28])(C)(C)C. The catalyst class is: 55. (2) Reactant: [CH3:1][C:2]1[CH:11]=[CH:10][C:9]2[C:4](=[C:5]([CH2:12][C:13]([OH:15])=[O:14])[CH:6]=[CH:7][CH:8]=2)[N:3]=1.Cl[Si](C)(C)[CH3:18]. Product: [CH3:1][C:2]1[CH:11]=[CH:10][C:9]2[C:4](=[C:5]([CH2:12][C:13]([O:15][CH3:18])=[O:14])[CH:6]=[CH:7][CH:8]=2)[N:3]=1. The catalyst class is: 5. (3) Reactant: [CH2:1]([O:3][C:4]([C:6]1[O:7][C:8]2[CH:14]=[C:13]([C:15]([CH2:26][CH3:27])([C:18]3[CH:23]=[CH:22][C:21]([OH:24])=[C:20]([CH3:25])[CH:19]=3)[CH2:16][CH3:17])[CH:12]=[CH:11][C:9]=2[CH:10]=1)=[O:5])[CH3:2].Br[CH2:29][C:30](=[O:35])[C:31]([CH3:34])([CH3:33])[CH3:32].C([O-])([O-])=O.[K+].[K+]. Product: [CH2:1]([O:3][C:4]([C:6]1[O:7][C:8]2[CH:14]=[C:13]([C:15]([C:18]3[CH:23]=[CH:22][C:21]([O:24][CH2:29][C:30](=[O:35])[C:31]([CH3:34])([CH3:33])[CH3:32])=[C:20]([CH3:25])[CH:19]=3)([CH2:26][CH3:27])[CH2:16][CH3:17])[CH:12]=[CH:11][C:9]=2[CH:10]=1)=[O:5])[CH3:2]. The catalyst class is: 21.